Dataset: Reaction yield outcomes from USPTO patents with 853,638 reactions. Task: Predict the reaction yield, written as a fraction of the theoretical maximum amount of product (1.0 means a 100% yield; for example, 0.34 means a 34% yield). (1) The reactants are [C:1]([CH:3]([CH2:9][C:10](=O)[C:11]1[CH:16]=[CH:15][CH:14]=[CH:13][CH:12]=1)[C:4]([O:6][CH2:7][CH3:8])=[O:5])#[N:2].[ClH:18]. The catalyst is O1CCCC1. The product is [Cl:18][C:1]1[NH:2][C:10]([C:11]2[CH:16]=[CH:15][CH:14]=[CH:13][CH:12]=2)=[CH:9][C:3]=1[C:4]([O:6][CH2:7][CH3:8])=[O:5]. The yield is 0.790. (2) The reactants are [Si:1]([O:8][CH2:9][C:10]1([CH3:19])[S:16][CH2:15][CH2:14][N:13]=[C:12](SC)[CH2:11]1)([C:4]([CH3:7])([CH3:6])[CH3:5])([CH3:3])[CH3:2].[C:20]([C:22]1[CH:23]=[CH:24][C:25]([C:28]2[CH:33]=[CH:32][C:31]([C:34]3([C:37]([NH:39][NH2:40])=O)[CH2:36][CH2:35]3)=[CH:30][CH:29]=2)=[N:26][CH:27]=1)#[N:21]. The catalyst is C(O)CCC. The product is [Si:1]([O:8][CH2:9][C:10]1([CH3:19])[S:16][CH2:15][CH2:14][N:13]2[C:37]([C:34]3([C:31]4[CH:32]=[CH:33][C:28]([C:25]5[CH:24]=[CH:23][C:22]([C:20]#[N:21])=[CH:27][N:26]=5)=[CH:29][CH:30]=4)[CH2:36][CH2:35]3)=[N:39][N:40]=[C:12]2[CH2:11]1)([C:4]([CH3:7])([CH3:6])[CH3:5])([CH3:3])[CH3:2]. The yield is 0.890. (3) The reactants are [C:1]1([C:24]2[CH:29]=[CH:28][CH:27]=[CH:26][CH:25]=2)[CH:6]=[CH:5][CH:4]=[CH:3][C:2]=1[NH:7][C:8](=[O:23])[O:9][CH:10]1[CH2:15][CH2:14][N:13](CC2C=CC=CC=2)[CH2:12][CH2:11]1.C(O)=O. The catalyst is CO.[Pd]. The product is [C:1]1([C:24]2[CH:29]=[CH:28][CH:27]=[CH:26][CH:25]=2)[CH:6]=[CH:5][CH:4]=[CH:3][C:2]=1[NH:7][C:8](=[O:23])[O:9][CH:10]1[CH2:15][CH2:14][NH:13][CH2:12][CH2:11]1. The yield is 0.690. (4) The reactants are [C:1]1([C:9]2[C:10]([CH2:15][OH:16])=[CH:11][CH:12]=[CH:13][CH:14]=2)[C:2]([CH2:7][OH:8])=[CH:3][CH:4]=[CH:5][CH:6]=1.N1C=C[CH:20]=[CH:19][CH:18]=1.[C:23](Cl)(=[O:30])[C:24]1[CH:29]=[CH:28][CH:27]=[CH:26][CH:25]=1.[O:32]1[CH2:36][CH2:35][CH2:34][CH2:33]1. No catalyst specified. The product is [C:23]([O:16][CH2:15][C:10]1[C:9]([C:1]2[C:2]([CH2:7][O:8][C:36](=[O:32])[C:35]3[CH:20]=[CH:19][CH:18]=[CH:33][CH:34]=3)=[CH:3][CH:4]=[CH:5][CH:6]=2)=[CH:14][CH:13]=[CH:12][CH:11]=1)(=[O:30])[C:24]1[CH:29]=[CH:28][CH:27]=[CH:26][CH:25]=1. The yield is 0.930. (5) The reactants are [Cl:1][C:2]1[CH:3]=[C:4]([CH:8]2[C:17]3[C:12](=[CH:13][CH:14]=[C:15]([C:18]([C:26]4[CH:31]=[CH:30][C:29]([O:32][CH3:33])=[CH:28][CH:27]=4)([C:20]4[N:24]([CH3:25])[CH:23]=[N:22][CH:21]=4)[OH:19])[CH:16]=3)[N:11]3[N:34]=[N:35][N:36]=[C:10]3[NH:9]2)[CH:5]=[CH:6][CH:7]=1. The catalyst is C1(C)C=CC=CC=1. The product is [Cl:1][C:2]1[CH:3]=[C:4]([CH:8]2[C:17]3[CH:16]=[C:15]([C:18]([C:26]4[CH:31]=[CH:30][C:29]([O:32][CH3:33])=[CH:28][CH:27]=4)([C:20]4[N:24]([CH3:25])[CH:23]=[N:22][CH:21]=4)[OH:19])[CH:14]=[CH:13][C:12]=3[NH:11][C:10]3=[N:36][N:35]=[N:34][N:9]23)[CH:5]=[CH:6][CH:7]=1. The yield is 0.270. (6) The reactants are [F:1][C@H:2]1[CH2:6][CH2:5][N:4]([C:7]2[C:8]([C:28]#[N:29])=[N:9][C:10]([C:13]3[CH:18]=[CH:17][N:16]=[C:15]([NH:19][C:20]4[CH:21]=[N:22][C:23]([CH2:26]O)=[CH:24][CH:25]=4)[N:14]=3)=[CH:11][CH:12]=2)[CH2:3]1.P(Br)(Br)Br.[O:34]=[C:35]1[CH2:40][NH:39][CH2:38][CH2:37][NH:36]1. The yield is 0.0600. The product is [F:1][C@H:2]1[CH2:6][CH2:5][N:4]([C:7]2[C:8]([C:28]#[N:29])=[N:9][C:10]([C:13]3[CH:18]=[CH:17][N:16]=[C:15]([NH:19][C:20]4[CH:21]=[N:22][C:23]([CH2:26][N:39]5[CH2:38][CH2:37][NH:36][C:35](=[O:34])[CH2:40]5)=[CH:24][CH:25]=4)[N:14]=3)=[CH:11][CH:12]=2)[CH2:3]1. The catalyst is CC#N. (7) The reactants are [CH3:1][O:2][C:3]1[CH:8]=[CH:7][C:6](/[N:9]=[CH:10]\[C:11]([O:13][CH2:14][CH3:15])=[O:12])=[CH:5][CH:4]=1.Br[CH2:17][CH:18]=[C:19]([CH3:21])[CH3:20].[Si](Cl)(C)(C)C.[NH4+].[Cl-]. The catalyst is [Zn].CN(C=O)C. The product is [CH3:1][O:2][C:3]1[CH:4]=[CH:5][C:6]([NH:9][CH:10]([C:19]([CH3:21])([CH3:20])[CH:18]=[CH2:17])[C:11]([O:13][CH2:14][CH3:15])=[O:12])=[CH:7][CH:8]=1. The yield is 0.210. (8) The reactants are [NH:1]1[CH2:6][CH2:5][CH:4]([C:7]([OH:9])=[O:8])[CH2:3][CH2:2]1.C(=O)([O-])O.[Na+].[CH:15]1[C:27]2[CH:26]([CH2:28][O:29][C:30](ON3C(=O)CCC3=O)=[O:31])[C:25]3[C:20](=[CH:21][CH:22]=[CH:23][CH:24]=3)[C:19]=2[CH:18]=[CH:17][CH:16]=1.Cl. The catalyst is O.O1CCCC1. The product is [CH:15]1[C:27]2[CH:26]([CH2:28][O:29][C:30]([N:1]3[CH2:6][CH2:5][CH:4]([C:7]([OH:9])=[O:8])[CH2:3][CH2:2]3)=[O:31])[C:25]3[C:20](=[CH:21][CH:22]=[CH:23][CH:24]=3)[C:19]=2[CH:18]=[CH:17][CH:16]=1. The yield is 0.850.